From a dataset of Catalyst prediction with 721,799 reactions and 888 catalyst types from USPTO. Predict which catalyst facilitates the given reaction. (1) Reactant: [F:1][C:2]1[CH:16]=[CH:15][C:5]2[CH2:6][C:7]3[CH:14]=[CH:13][CH:12]=[CH:11][C:8]=3[CH:9]=[CH:10][C:4]=2[CH:3]=1.Cl.Cl.CC([OH:22])C. Product: [F:1][C:2]1[CH:16]=[CH:15][C:5]2[CH2:6][C:7]3[CH:14]=[CH:13][CH:12]=[CH:11][C:8]=3[CH:9]3[O:22][CH:10]3[C:4]=2[CH:3]=1. The catalyst class is: 27. (2) Reactant: C[O:2][C:3]([C:5]1[N:6]([C:27]2[CH:32]=[CH:31][CH:30]=[CH:29][C:28]=2[C:33]([F:36])([F:35])[F:34])[S:7](=[O:26])(=[O:25])[C:8]2[CH:24]=[CH:23][CH:22]=[CH:21][C:9]=2[C:10]=1[C:11]1[CH:16]=[C:15]([O:17][CH3:18])[CH:14]=[C:13]([O:19][CH3:20])[CH:12]=1)=[O:4].O.[OH-].[Li+]. Product: [CH3:18][O:17][C:15]1[CH:16]=[C:11]([C:10]2[C:9]3[CH:21]=[CH:22][CH:23]=[CH:24][C:8]=3[S:7](=[O:26])(=[O:25])[N:6]([C:27]3[CH:32]=[CH:31][CH:30]=[CH:29][C:28]=3[C:33]([F:36])([F:34])[F:35])[C:5]=2[C:3]([OH:4])=[O:2])[CH:12]=[C:13]([O:19][CH3:20])[CH:14]=1. The catalyst class is: 24. (3) Product: [Cl:1][C:2]1[C:3]([N:20]([CH3:21])[CH:22]2[CH2:27][CH2:26][N:25]([C:31]3[N:36]=[N:35][C:34]([C:37]#[N:38])=[CH:33][CH:32]=3)[CH2:24][CH:23]2[CH2:28][CH3:29])=[N:4][C:5]([NH:8][C:9]2[CH:10]=[CH:11][C:12]3[C:16]([CH:17]=2)=[N:15][N:14]([CH3:18])[C:13]=3[CH3:19])=[N:6][CH:7]=1. The catalyst class is: 8. Reactant: [Cl:1][C:2]1[C:3]([N:20]([CH:22]2[CH2:27][CH2:26][NH:25][CH2:24][CH:23]2[CH2:28][CH3:29])[CH3:21])=[N:4][C:5]([NH:8][C:9]2[CH:10]=[CH:11][C:12]3[C:16]([CH:17]=2)=[N:15][N:14]([CH3:18])[C:13]=3[CH3:19])=[N:6][CH:7]=1.Cl[C:31]1[N:36]=[N:35][C:34]([C:37]#[N:38])=[CH:33][CH:32]=1. (4) Product: [CH:31]1([NH:32][C:15]([C@H:11]2[CH2:12][CH2:13][CH2:14][N:10]2[C:7]2[CH:6]=[CH:5][C:4]([N+:1]([O-:3])=[O:2])=[CH:9][CH:8]=2)=[O:17])[CH2:29][CH2:30]1. Reactant: [N+:1]([C:4]1[CH:9]=[CH:8][C:7]([N:10]2[CH2:14][CH2:13][CH2:12][C@@H:11]2[C:15]([OH:17])=O)=[CH:6][CH:5]=1)([O-:3])=[O:2].CN(C(ON1N=NC2[CH:29]=[CH:30][CH:31]=[N:32]C1=2)=[N+](C)C)C.F[P-](F)(F)(F)(F)F.CCN(C(C)C)C(C)C.CN. The catalyst class is: 2. (5) Reactant: C(NC(C)C)(C)C.[Li]CCCC.[F:13][C:14]1[N:19]=[CH:18][C:17]([CH:20]([N:22]2[CH2:27][CH2:26][O:25][CH2:24][CH2:23]2)[CH3:21])=[CH:16][CH:15]=1.[B:28]([O:37][CH:38]([CH3:40])[CH3:39])([O:33][CH:34]([CH3:36])[CH3:35])OC(C)C.OC(C(O)(C)C)(C)C.C(O)(=O)C. The catalyst class is: 1. Product: [F:13][C:14]1[N:19]=[CH:18][C:17]([CH:20]([N:22]2[CH2:27][CH2:26][O:25][CH2:24][CH2:23]2)[CH3:21])=[CH:16][C:15]=1[B:28]1[O:33][C:34]([CH3:35])([CH3:36])[C:38]([CH3:39])([CH3:40])[O:37]1.